Dataset: Catalyst prediction with 721,799 reactions and 888 catalyst types from USPTO. Task: Predict which catalyst facilitates the given reaction. (1) Reactant: COP(C(=[N+]=[N-])C(=O)C)(=O)OC.[C:13]([C:15]1[N:16]=[C:17]([CH3:27])[N:18]([C:20]2[CH:25]=[CH:24][C:23]([F:26])=[CH:22][CH:21]=2)[CH:19]=1)#[CH:14].C(=O)([O-])[O-].[K+].[K+].FC1C=CC(N2C=C(C=O)N=C2C)=CC=1. Product: [C:13]([C:15]1[N:16]=[C:17]([CH3:27])[N:18]([C:20]2[CH:25]=[CH:24][C:23]([F:26])=[CH:22][CH:21]=2)[CH:19]=1)#[CH:14]. The catalyst class is: 5. (2) Reactant: Br[C:2]1[CH:7]=[CH:6][C:5]([Br:8])=[CH:4][N:3]=1.[NH:9]1[CH:13]=[CH:12][N:11]=[N:10]1.C(=O)([O-])[O-].[K+].[K+]. Product: [N:9]1([C:2]2[CH:7]=[CH:6][C:5]([Br:8])=[CH:4][N:3]=2)[CH:13]=[CH:12][N:11]=[N:10]1. The catalyst class is: 60. (3) Reactant: [CH3:1][O:2][C@H:3]1[C@@H:9]2[O:10][CH2:11][C@@H:12]([OH:13])[C@@H:8]2[O:7][C@@H:4]1[O:5][CH3:6].N1C=CC=CC=1.[CH3:20][S:21](Cl)(=[O:23])=[O:22]. Product: [CH3:1][O:2][C@H:3]1[C@@H:9]2[O:10][CH2:11][C@H:12]([O:13][S:21]([CH3:20])(=[O:23])=[O:22])[C@@H:8]2[O:7][C@@H:4]1[O:5][CH3:6]. The catalyst class is: 4. (4) Reactant: [F:1][C:2]1[CH:7]=[CH:6][C:5]([OH:8])=[C:4]([N+:9]([O-])=O)[CH:3]=1.O.O.[Sn](Cl)Cl.C([O-])(O)=O.[Na+]. Product: [NH2:9][C:4]1[CH:3]=[C:2]([F:1])[CH:7]=[CH:6][C:5]=1[OH:8]. The catalyst class is: 5. (5) Reactant: [C:1]([C:3]1[CH:16]=[C:15]([F:17])[C:14]([N:18]2[C:23](=[O:24])[CH:22]=[C:21]([C:25]([F:28])([F:27])[F:26])[N:20]([CH3:29])[C:19]2=[O:30])=[CH:13][C:4]=1[O:5][C:6]1[CH:7]=[C:8]([OH:12])[CH:9]=[CH:10][CH:11]=1)#[N:2].Br[CH2:32][C:33]([O:35][CH3:36])=[O:34].C(=O)([O-])[O-].[K+].[K+]. Product: [C:1]([C:3]1[CH:16]=[C:15]([F:17])[C:14]([N:18]2[C:23](=[O:24])[CH:22]=[C:21]([C:25]([F:27])([F:28])[F:26])[N:20]([CH3:29])[C:19]2=[O:30])=[CH:13][C:4]=1[O:5][C:6]1[CH:7]=[C:8]([CH:9]=[CH:10][CH:11]=1)[O:12][CH2:32][C:33]([O:35][CH3:36])=[O:34])#[N:2]. The catalyst class is: 10. (6) Reactant: [OH:1][C:2]([C:5]1[CH:6]=[C:7]([CH:12]=[CH:13][N:14]=1)[C:8]([O:10]C)=[O:9])([CH3:4])[CH3:3].[OH-].[Li+].Cl. Product: [OH:1][C:2]([C:5]1[CH:6]=[C:7]([CH:12]=[CH:13][N:14]=1)[C:8]([OH:10])=[O:9])([CH3:3])[CH3:4]. The catalyst class is: 1.